This data is from Forward reaction prediction with 1.9M reactions from USPTO patents (1976-2016). The task is: Predict the product of the given reaction. (1) Given the reactants [N:1]1[C:10]2[C:5](=[CH:6][CH:7]=[CH:8][CH:9]=2)[CH:4]=[CH:3][C:2]=1[CH2:11][O:12][C:13]1[CH:18]=[CH:17][C:16]([CH2:19][C:20](Cl)=[O:21])=[CH:15][CH:14]=1.[C:23]1([O:29][CH3:30])[CH:28]=[CH:27][CH:26]=[CH:25][CH:24]=1, predict the reaction product. The product is: [CH3:30][O:29][C:23]1[CH:28]=[CH:27][C:26]([C:20](=[O:21])[CH2:19][C:16]2[CH:17]=[CH:18][C:13]([O:12][CH2:11][C:2]3[CH:3]=[CH:4][C:5]4[C:10](=[CH:9][CH:8]=[CH:7][CH:6]=4)[N:1]=3)=[CH:14][CH:15]=2)=[CH:25][CH:24]=1. (2) The product is: [F:1][C:2]1[CH:3]=[C:4]([C:10]2[CH:15]=[CH:14][C:13]([CH:16]([NH:18][S:32]([C:30]3[C:29]([C:36]([F:39])([F:37])[F:38])=[N:28][N:27]([CH3:26])[CH:31]=3)(=[O:34])=[O:33])[CH3:17])=[CH:12][CH:11]=2)[C:5]([O:8][CH3:9])=[N:6][CH:7]=1. Given the reactants [F:1][C:2]1[CH:3]=[C:4]([C:10]2[CH:15]=[CH:14][C:13]([CH:16]([NH2:18])[CH3:17])=[CH:12][CH:11]=2)[C:5]([O:8][CH3:9])=[N:6][CH:7]=1.C(N(CC)CC)C.[CH3:26][N:27]1[CH:31]=[C:30]([S:32](Cl)(=[O:34])=[O:33])[C:29]([C:36]([F:39])([F:38])[F:37])=[N:28]1, predict the reaction product. (3) Given the reactants [NH2:1][C:2]1[C:3]2[C:10]([C:11]3[CH:16]=[CH:15][C:14]([CH3:17])=[CH:13][CH:12]=3)=[C:9]([CH:18]=O)[N:8]([CH2:20][CH2:21][CH2:22][O:23][Si](C(C)(C)C)(C)C)[C:4]=2[N:5]=[CH:6][N:7]=1.N1CCCCC1.[CH:37]([NH:40][C:41](=[O:45])[CH2:42][C:43]#[N:44])([CH3:39])[CH3:38].C1C=CC=CC=1, predict the reaction product. The product is: [NH2:1][C:2]1[C:3]2[C:10]([C:11]3[CH:12]=[CH:13][C:14]([CH3:17])=[CH:15][CH:16]=3)=[C:9]([CH:18]=[C:42]([C:43]#[N:44])[C:41]([NH:40][CH:37]([CH3:39])[CH3:38])=[O:45])[N:8]([CH2:20][CH2:21][CH2:22][OH:23])[C:4]=2[N:5]=[CH:6][N:7]=1. (4) Given the reactants CO.Cl.[CH3:4][O:5][C:6]1[CH:11]=[CH:10][C:9]([NH:12][NH2:13])=[CH:8][CH:7]=1.[F:14][C:15]([F:27])([F:26])[C:16](=O)[CH2:17][C:18]([C:20]1[O:21][CH:22]=[CH:23][CH:24]=1)=O.FC(F)(F)C(O)=O, predict the reaction product. The product is: [O:21]1[CH:22]=[CH:23][CH:24]=[C:20]1[C:18]1[N:12]([C:9]2[CH:10]=[CH:11][C:6]([O:5][CH3:4])=[CH:7][CH:8]=2)[N:13]=[C:16]([C:15]([F:14])([F:26])[F:27])[CH:17]=1. (5) The product is: [C:1]([C:3]1[CH:8]=[CH:7][C:6]([CH:9]([OH:25])[CH:10]=[CH:11][C:12]2[N:13]([CH2:17][O:18][CH2:19][CH2:20][Si:21]([CH3:22])([CH3:24])[CH3:23])[CH:14]=[CH:15][N:16]=2)=[CH:5][CH:4]=1)#[N:2]. Given the reactants [C:1]([C:3]1[CH:8]=[CH:7][C:6]([C:9](=[O:25])[CH:10]=[CH:11][C:12]2[N:13]([CH2:17][O:18][CH2:19][CH2:20][Si:21]([CH3:24])([CH3:23])[CH3:22])[CH:14]=[CH:15][N:16]=2)=[CH:5][CH:4]=1)#[N:2].[BH4-].[Na+], predict the reaction product. (6) Given the reactants [CH2:1]1[S:5][C@H:4]([CH2:6][OH:7])[O:3][C@@H:2]1[N:8]1[C:13](=[O:14])[N:12]=[C:11]([NH2:15])[CH:10]=[CH:9]1.[OH:16]O, predict the reaction product. The product is: [CH2:1]1[S:5](=[O:16])[C@H:4]([CH2:6][OH:7])[O:3][C@@H:2]1[N:8]1[C:13](=[O:14])[N:12]=[C:11]([NH2:15])[CH:10]=[CH:9]1. (7) Given the reactants [CH:1]1([NH:4][C:5](=[O:20])[C@@H:6]([OH:19])[C@@H:7]([NH:11]C(OC(C)(C)C)=O)[CH2:8][CH2:9][CH3:10])[CH2:3][CH2:2]1.[ClH:21], predict the reaction product. The product is: [ClH:21].[CH:1]1([NH:4][C:5](=[O:20])[C@@H:6]([OH:19])[C@@H:7]([NH2:11])[CH2:8][CH2:9][CH3:10])[CH2:3][CH2:2]1. (8) Given the reactants [S:1]1[C:5]2[CH:6]=[CH:7][CH:8]=[CH:9][C:4]=2[C:3]([CH:10]=O)=[CH:2]1.[CH3:12][C:13]([S@@:16]([NH2:18])=[O:17])([CH3:15])[CH3:14], predict the reaction product. The product is: [S:1]1[CH:2]=[C:3]([CH:10]=[CH:12][C:13]([CH3:15])([S:16]([NH2:18])=[O:17])[CH3:14])[C:4]2[CH:9]=[CH:8][CH:7]=[CH:6][C:5]1=2. (9) The product is: [CH3:2][O:3][CH:4]=[CH:37][CH:35]1[NH:36][C:31](=[O:30])[CH2:32][CH2:33][CH2:34]1. Given the reactants [Cl-].[CH3:2][O:3][CH2:4][P+](C1C=CC=CC=1)(C1C=CC=CC=1)C1C=CC=CC=1.CC(C)([O-])C.[Na+].[O:30]=[C:31]1[NH:36][CH:35]([CH:37]=O)[CH2:34][CH2:33][CH2:32]1, predict the reaction product.